From a dataset of Catalyst prediction with 721,799 reactions and 888 catalyst types from USPTO. Predict which catalyst facilitates the given reaction. (1) Reactant: [O:1]=[C:2]1[C@H:6]2[CH2:7][N:8]([C@@H:10]([C:12]3[CH:17]=[CH:16][CH:15]=[CH:14][CH:13]=3)[CH3:11])[CH2:9][C@H:5]2[CH2:4][N:3]1C(OC(C)(C)C)=O.FC(F)(F)C(O)=O. Product: [C:12]1([C@H:10]([N:8]2[CH2:9][C@H:5]3[CH2:4][NH:3][C:2](=[O:1])[C@H:6]3[CH2:7]2)[CH3:11])[CH:17]=[CH:16][CH:15]=[CH:14][CH:13]=1. The catalyst class is: 2. (2) Reactant: O[CH2:2][C:3]1[CH:4]=[C:5]([CH:13]=[C:14]([O:16][S:17]([CH3:20])(=[O:19])=[O:18])[CH:15]=1)[C:6]([O:8][C:9]([CH3:12])([CH3:11])[CH3:10])=[O:7].C1(P(C2C=CC=CC=2)C2C=CC=CC=2)C=CC=CC=1.C(Br)(Br)(Br)[Br:41]. Product: [Br:41][CH2:2][C:3]1[CH:4]=[C:5]([CH:13]=[C:14]([O:16][S:17]([CH3:20])(=[O:19])=[O:18])[CH:15]=1)[C:6]([O:8][C:9]([CH3:12])([CH3:11])[CH3:10])=[O:7]. The catalyst class is: 2.